From a dataset of Forward reaction prediction with 1.9M reactions from USPTO patents (1976-2016). Predict the product of the given reaction. Given the reactants [N+:1]([C:4]1[CH:5]=[C:6]([CH:9]=[CH:10][CH:11]=1)[CH2:7]O)([O-:3])=[O:2].[CH3:12][S:13][C:14]1[N:19]=[C:18]2[NH:20][N:21]=[CH:22][C:17]2=[CH:16][N:15]=1, predict the reaction product. The product is: [CH3:12][S:13][C:14]1[N:19]=[C:18]2[N:20]([CH2:7][C:6]3[CH:9]=[CH:10][CH:11]=[C:4]([N+:1]([O-:3])=[O:2])[CH:5]=3)[N:21]=[CH:22][C:17]2=[CH:16][N:15]=1.